Dataset: Reaction yield outcomes from USPTO patents with 853,638 reactions. Task: Predict the reaction yield, written as a fraction of the theoretical maximum amount of product (1.0 means a 100% yield; for example, 0.34 means a 34% yield). (1) The reactants are Br[C:2]1[CH:10]=[CH:9][CH:8]=[C:7]2[C:3]=1[CH:4]=[CH:5][N:6]2[S:11]([CH3:14])(=[O:13])=[O:12].[B:15]1([B:15]2[O:19][C:18]([CH3:21])([CH3:20])[C:17]([CH3:23])([CH3:22])[O:16]2)[O:19][C:18]([CH3:21])([CH3:20])[C:17]([CH3:23])([CH3:22])[O:16]1.C([O-])(=O)C.[K+]. The catalyst is O1CCOCC1.CCOCC.C1C=CC(P([C]2[CH][CH][CH][CH]2)C2C=CC=CC=2)=CC=1.C1C=CC(P([C]2[CH][CH][CH][CH]2)C2C=CC=CC=2)=CC=1.Cl[Pd]Cl.[Fe].C(Cl)Cl. The product is [CH3:14][S:11]([N:6]1[C:7]2[C:3](=[C:2]([B:15]3[O:19][C:18]([CH3:21])([CH3:20])[C:17]([CH3:23])([CH3:22])[O:16]3)[CH:10]=[CH:9][CH:8]=2)[CH:4]=[CH:5]1)(=[O:13])=[O:12]. The yield is 0.860. (2) The reactants are [C:1]1([C:7](=[N:9][OH:10])[CH3:8])[CH:6]=[CH:5][CH:4]=[CH:3][CH:2]=1.C[O:12][C:13](=[O:25])[C:14]1[CH:19]=[CH:18][C:17]([O:20][CH2:21][CH2:22]Br)=[CH:16][C:15]=1[OH:24].[OH-].[Na+]. The catalyst is O1CCCC1.[I-].C([N+](CCCC)(CCCC)CCCC)CCC. The product is [OH:24][C:15]1[CH:16]=[C:17]([O:20][CH2:21][CH2:22][O:10][N:9]=[C:7]([C:1]2[CH:6]=[CH:5][CH:4]=[CH:3][CH:2]=2)[CH3:8])[CH:18]=[CH:19][C:14]=1[C:13]([OH:25])=[O:12]. The yield is 0.270.